This data is from Catalyst prediction with 721,799 reactions and 888 catalyst types from USPTO. The task is: Predict which catalyst facilitates the given reaction. (1) Reactant: [C:1]([O:14][CH2:15][C:16]1[CH:21]=[CH:20][CH:19]=[CH:18][CH:17]=1)(=[O:13])[CH2:2][C:3]([O:5]CC1C=CC=CC=1)=O.Br[CH2:23][C:24]([C:26]1[CH:31]=[CH:30][CH:29]=[CH:28][CH:27]=1)=[O:25].[H-].[Na+].Cl. Product: [OH:5][C:3]1[CH:23]=[C:24]([OH:25])[C:26]2[C:27](=[CH:28][CH:29]=[CH:30][CH:31]=2)[C:2]=1[C:1]([O:14][CH2:15][C:16]1[CH:17]=[CH:18][CH:19]=[CH:20][CH:21]=1)=[O:13]. The catalyst class is: 684. (2) Reactant: [CH:1]([C:3]1[N:4]([CH2:9][C:10]([O:12][CH2:13][CH3:14])=[O:11])[CH:5]=[C:6](I)[CH:7]=1)=[O:2].P([O-])([O-])([O-])=O.[K+].[K+].[K+].[C:23]1(B(O)O)[CH:28]=[CH:27][CH:26]=[CH:25][CH:24]=1. Product: [CH:1]([C:3]1[N:4]([CH2:9][C:10]([O:12][CH2:13][CH3:14])=[O:11])[CH:5]=[C:6]([C:23]2[CH:28]=[CH:27][CH:26]=[CH:25][CH:24]=2)[CH:7]=1)=[O:2]. The catalyst class is: 558. (3) Reactant: [C:1]([O:5][C:6]([NH:8][C@@H:9]([C:11]1[C:12]([F:47])=[C:13]([C:17]2[CH:22]=[C:21]([C:23]#[C:24][C:25]3[CH:29]=[CH:28][N:27]([CH3:30])[N:26]=3)[CH:20]=[C:19]([CH2:31][O:32][C:33]3[CH:38]=[CH:37][CH:36]=[CH:35][C:34]=3[CH2:39][C:40]([O:42][C:43]([CH3:46])([CH3:45])[CH3:44])=[O:41])[CH:18]=2)[CH:14]=[CH:15][CH:16]=1)[CH3:10])=[O:7])([CH3:4])([CH3:3])[CH3:2]. Product: [C:1]([O:5][C:6]([NH:8][C@@H:9]([C:11]1[C:12]([F:47])=[C:13]([C:17]2[CH:22]=[C:21]([CH2:23][CH2:24][C:25]3[CH:29]=[CH:28][N:27]([CH3:30])[N:26]=3)[CH:20]=[C:19]([CH2:31][O:32][C:33]3[CH:38]=[CH:37][CH:36]=[CH:35][C:34]=3[CH2:39][C:40]([O:42][C:43]([CH3:46])([CH3:45])[CH3:44])=[O:41])[CH:18]=2)[CH:14]=[CH:15][CH:16]=1)[CH3:10])=[O:7])([CH3:4])([CH3:2])[CH3:3]. The catalyst class is: 19.